Dataset: Reaction yield outcomes from USPTO patents with 853,638 reactions. Task: Predict the reaction yield, written as a fraction of the theoretical maximum amount of product (1.0 means a 100% yield; for example, 0.34 means a 34% yield). The catalyst is CCCCCCC.CCOC(C)=O. The reactants are [C:1]([C:5]1[CH:6]=[CH:7][C:8]2[O:13][CH2:12][C:11](=[O:14])[NH:10][C:9]=2[CH:15]=1)([CH3:4])([CH3:3])[CH3:2].C([O-])([O-])=O.[Cs+].[Cs+].[Cl:22][CH2:23][CH2:24][CH2:25]I. The product is [C:1]([C:5]1[CH:6]=[CH:7][C:8]2[O:13][CH2:12][C:11](=[O:14])[N:10]([CH2:25][CH2:24][CH2:23][Cl:22])[C:9]=2[CH:15]=1)([CH3:4])([CH3:2])[CH3:3]. The yield is 0.490.